Dataset: Catalyst prediction with 721,799 reactions and 888 catalyst types from USPTO. Task: Predict which catalyst facilitates the given reaction. (1) The catalyst class is: 2. Reactant: Br.[NH2:2][C:3]1[S:4][CH:5]=[C:6]([C:8]([O:10][CH3:11])=[O:9])[N:7]=1.[CH3:12][S:13](Cl)(=[O:15])=[O:14]. Product: [CH3:11][O:10][C:8]([C:6]1[N:7]=[C:3]([NH:2][S:13]([CH3:12])(=[O:15])=[O:14])[S:4][CH:5]=1)=[O:9]. (2) Reactant: [CH3:1][O:2][CH2:3][C:4]1[CH:11]=[CH:10][C:7]([C:8]#[N:9])=[CH:6][CH:5]=1.[CH3:12][O:13][C:14]1[CH:19]=[CH:18][C:17]([Mg]Br)=[CH:16][CH:15]=1.[BH4-].[Na+].Cl. Product: [CH3:1][O:2][CH2:3][C:4]1[CH:11]=[CH:10][C:7]([CH:8]([C:17]2[CH:18]=[CH:19][C:14]([O:13][CH3:12])=[CH:15][CH:16]=2)[NH2:9])=[CH:6][CH:5]=1. The catalyst class is: 1. (3) Reactant: [OH-].[Na+].[CH:3]1([NH:6][C:7](=[O:46])[C:8]2[CH:13]=[C:12]([C:14]3[CH:15]=[C:16]4[C:21](=[CH:22][CH:23]=3)[C:20](=[O:24])[N:19]([CH2:25][C:26]([CH3:30])([CH3:29])[CH2:27][OH:28])[CH:18]=[C:17]4[S:31]([N:34]3[CH2:39][CH2:38][N:37]4C(=O)[O:41][CH2:42][C@H:36]4[CH2:35]3)(=[O:33])=[O:32])[C:11]([CH3:44])=[C:10]([F:45])[CH:9]=2)[CH2:5][CH2:4]1.C(O)(=O)C. Product: [CH:3]1([NH:6][C:7](=[O:46])[C:8]2[CH:13]=[C:12]([C:14]3[CH:15]=[C:16]4[C:21](=[CH:22][CH:23]=3)[C:20](=[O:24])[N:19]([CH2:25][C:26]([CH3:30])([CH3:29])[CH2:27][OH:28])[CH:18]=[C:17]4[S:31]([N:34]3[CH2:39][CH2:38][NH:37][C@@H:36]([CH2:42][OH:41])[CH2:35]3)(=[O:33])=[O:32])[C:11]([CH3:44])=[C:10]([F:45])[CH:9]=2)[CH2:4][CH2:5]1. The catalyst class is: 5. (4) Reactant: [N+:1]([C:4]1[CH:14]=[CH:13][CH:12]=[CH:11][C:5]=1[C:6]([N:8]=[C:9]=[O:10])=[O:7])([O-:3])=[O:2].[Br:15][C:16]1[CH:17]=[N:18][C:19]([S:22][C:23]2[CH:28]=[CH:27][C:26]([NH2:29])=[CH:25][CH:24]=2)=[N:20][CH:21]=1. Product: [Br:15][C:16]1[CH:17]=[N:18][C:19]([S:22][C:23]2[CH:24]=[CH:25][C:26]([NH:29][C:9]([NH:8][C:6](=[O:7])[C:5]3[CH:11]=[CH:12][CH:13]=[CH:14][C:4]=3[N+:1]([O-:3])=[O:2])=[O:10])=[CH:27][CH:28]=2)=[N:20][CH:21]=1. The catalyst class is: 38. (5) Reactant: [Br:1][C:2]1[CH:3]=[CH:4][C:5]([F:9])=[C:6]([CH:8]=1)[NH2:7].O[CH2:11][CH:12]([CH2:14]O)O.[N+](C1C=C(S([O-])(=O)=O)C=CC=1)([O-])=O.[Na+].S(=O)(=O)(O)O. The catalyst class is: 74. Product: [Br:1][C:2]1[CH:3]=[CH:4][C:5]([F:9])=[C:6]2[C:8]=1[CH:11]=[CH:12][CH:14]=[N:7]2.